This data is from Catalyst prediction with 721,799 reactions and 888 catalyst types from USPTO. The task is: Predict which catalyst facilitates the given reaction. (1) Reactant: [CH:1]([C:4]1[CH:9]=[C:8]([CH:10]([CH3:12])[CH3:11])[CH:7]=[C:6]([CH:13]([CH3:15])[CH3:14])[C:5]=1[C:16]1[CH:21]=[CH:20][CH:19]=[CH:18][C:17]=1[PH:22](=O)OCC)([CH3:3])[CH3:2].[H-].[Al+3].[Li+].[H-].[H-].[H-].Cl[Si](C)(C)C.[PH2](=O)[O-].Cl. Product: [CH:1]([C:4]1[CH:9]=[C:8]([CH:10]([CH3:11])[CH3:12])[CH:7]=[C:6]([CH:13]([CH3:14])[CH3:15])[C:5]=1[C:16]1[CH:21]=[CH:20][CH:19]=[CH:18][C:17]=1[PH2:22])([CH3:2])[CH3:3]. The catalyst class is: 674. (2) Reactant: [CH:1]1[CH:10]=[C:9]2[C:11]([O:13][C:14](=[O:15])[C:7]3=[C:8]2[C:3](=[CH:4][C:5]([N+:16]([O-:18])=[O:17])=[CH:6]3)[CH:2]=1)=O.[CH2:19]([NH2:22])[CH2:20][NH2:21]. Product: [NH2:21][CH2:20][CH2:19][N:22]1[C:14](=[O:15])[C:7]2[CH:6]=[C:5]([N+:16]([O-:18])=[O:17])[CH:4]=[C:3]3[C:8]=2[C:9](=[CH:10][CH:1]=[CH:2]3)[C:11]1=[O:13]. The catalyst class is: 8. (3) Reactant: [CH3:1][C:2]([CH3:12])([CH2:4][C:5](=O)[CH2:6][C:7]([CH3:10])([CH3:9])[CH3:8])[CH3:3].[C:13](O)(=O)C.[CH:17]([NH2:19])=[NH:18]. Product: [C:2]([C:4]1[C:5]([CH2:6][C:7]([CH3:10])([CH3:9])[CH3:8])=[N:18][CH:17]=[N:19][CH:13]=1)([CH3:12])([CH3:3])[CH3:1]. The catalyst class is: 51. (4) Reactant: [F:1][C:2]1[CH:7]=[CH:6][CH:5]=[CH:4][C:3]=1[N:8]1[C:12]([CH:13]2[CH2:17][CH2:16][CH2:15][O:14]2)=[C:11]([C:18]([O:20]CC)=[O:19])[N:10]=[N:9]1.[OH-].[Na+]. Product: [F:1][C:2]1[CH:7]=[CH:6][CH:5]=[CH:4][C:3]=1[N:8]1[C:12]([CH:13]2[CH2:17][CH2:16][CH2:15][O:14]2)=[C:11]([C:18]([OH:20])=[O:19])[N:10]=[N:9]1. The catalyst class is: 88. (5) Reactant: [Cl:1][C:2]1[CH:3]=[N:4][CH:5]=[C:6]([Cl:27])[C:7]=1[NH:8][C:9]1[NH:10][C:11]2[C:17]3[CH2:18][C:19]([CH3:22])([CH3:21])[O:20][C:16]=3[C:15]([C:23]([O:25]C)=O)=[CH:14][C:12]=2[N:13]=1.[F:28][C:29]1[CH:35]=[CH:34][C:33]([C:36]([F:39])([F:38])[F:37])=[CH:32][C:30]=1[NH2:31].C[Al](C)C. Product: [Cl:27][C:6]1[CH:5]=[N:4][CH:3]=[C:2]([Cl:1])[C:7]=1[NH:8][C:9]1[NH:10][C:11]2[C:17]3[CH2:18][C:19]([CH3:21])([CH3:22])[O:20][C:16]=3[C:15]([C:23]([NH:31][C:30]3[CH:32]=[C:33]([C:36]([F:37])([F:38])[F:39])[CH:34]=[CH:35][C:29]=3[F:28])=[O:25])=[CH:14][C:12]=2[N:13]=1. The catalyst class is: 11. (6) Reactant: CC(O)(C)C.CC[Mg+].[Br-].[NH2:10][C:11]([CH2:17][C:18]([O:20][CH3:21])=[O:19])=[CH:12][C:13]([O:15][CH3:16])=[O:14].[Cl:22][C:23]1[CH:28]=[CH:27][CH:26]=[C:25]([Cl:29])[C:24]=1[CH:30]=[C:31]([C:36](=O)[CH2:37][CH2:38][C:39]1[S:40][CH:41]=[CH:42][N:43]=1)[C:32]([O:34][CH3:35])=[O:33].C(O)(=O)C. Product: [Cl:22][C:23]1[CH:28]=[CH:27][CH:26]=[C:25]([Cl:29])[C:24]=1[CH:30]1[C:31]([C:32]([O:34][CH3:35])=[O:33])=[C:36]([CH2:37][CH2:38][C:39]2[S:40][CH:41]=[CH:42][N:43]=2)[NH:10][C:11]([CH2:17][C:18]([O:20][CH3:21])=[O:19])=[C:12]1[C:13]([O:15][CH3:16])=[O:14]. The catalyst class is: 1. (7) Reactant: [OH:1][C@:2]1([C:13]2[S:14][C:15]([C:18]3[CH:23]=[C:22]([NH:24][C:25]4[N:30]=[C:29]([C:31]([F:34])([F:33])[F:32])[CH:28]=[CH:27][N:26]=4)[CH:21]=[C:20]([CH3:35])[CH:19]=3)=[CH:16][N:17]=2)[CH2:7][CH2:6][C@H:5]([C:8]([OH:10])=O)[C:4]([CH3:12])([CH3:11])[CH2:3]1.[NH2:36][CH2:37][CH2:38][CH2:39][N:40]1[CH2:44][CH2:43][CH2:42][C:41]1=[O:45].C(Cl)CCl.C1C=CC2N(O)N=NC=2C=1.C(N(CC)CC)C. Product: [OH:1][C@:2]1([C:13]2[S:14][C:15]([C:18]3[CH:23]=[C:22]([NH:24][C:25]4[N:30]=[C:29]([C:31]([F:32])([F:33])[F:34])[CH:28]=[CH:27][N:26]=4)[CH:21]=[C:20]([CH3:35])[CH:19]=3)=[CH:16][N:17]=2)[CH2:7][CH2:6][C@H:5]([C:8]([NH:36][CH2:37][CH2:38][CH2:39][N:40]2[CH2:44][CH2:43][CH2:42][C:41]2=[O:45])=[O:10])[C:4]([CH3:12])([CH3:11])[CH2:3]1. The catalyst class is: 9. (8) Reactant: [CH2:1]1[C:7]2[CH:8]=[CH:9][CH:10]=[CH:11][C:6]=2[CH2:5][CH2:4][NH:3][C:2]1=O. Product: [CH2:5]1[C:6]2[CH:11]=[CH:10][CH:9]=[CH:8][C:7]=2[CH2:1][CH2:2][NH:3][CH2:4]1. The catalyst class is: 1.